From a dataset of NCI-60 drug combinations with 297,098 pairs across 59 cell lines. Regression. Given two drug SMILES strings and cell line genomic features, predict the synergy score measuring deviation from expected non-interaction effect. Drug 1: CNC(=O)C1=CC=CC=C1SC2=CC3=C(C=C2)C(=NN3)C=CC4=CC=CC=N4. Drug 2: C1CN1P(=S)(N2CC2)N3CC3. Cell line: OVCAR3. Synergy scores: CSS=-4.03, Synergy_ZIP=0.686, Synergy_Bliss=-2.55, Synergy_Loewe=-6.22, Synergy_HSA=-5.85.